This data is from KCNQ2 potassium channel screen with 302,405 compounds. The task is: Binary Classification. Given a drug SMILES string, predict its activity (active/inactive) in a high-throughput screening assay against a specified biological target. The drug is S(=O)(=O)(C(c1[nH]c(=O)n(c1CC)c1ccc(OC(F)(F)F)cc1)C)c1ccc(cc1)C. The result is 0 (inactive).